Predict which catalyst facilitates the given reaction. From a dataset of Catalyst prediction with 721,799 reactions and 888 catalyst types from USPTO. (1) Reactant: [F:1][C:2]([F:33])([F:32])[CH2:3][C:4]1[CH:9]=[CH:8][C:7]([CH:10]2[CH2:15][N:14]([C:16](OC3C=CC([N+]([O-])=O)=CC=3)=[O:17])[CH2:13][CH:12]([C:28]([O:30][CH3:31])=[O:29])[CH2:11]2)=[CH:6][CH:5]=1.[OH:34][CH:35]1[CH2:40][CH2:39][NH:38][CH2:37][CH2:36]1.C(=O)([O-])[O-].[K+].[K+]. Product: [OH:34][CH:35]1[CH2:40][CH2:39][N:38]([C:16]([N:14]2[CH2:15][CH:10]([C:7]3[CH:6]=[CH:5][C:4]([CH2:3][C:2]([F:32])([F:33])[F:1])=[CH:9][CH:8]=3)[CH2:11][CH:12]([C:28]([O:30][CH3:31])=[O:29])[CH2:13]2)=[O:17])[CH2:37][CH2:36]1. The catalyst class is: 3. (2) Reactant: [F:1][C:2]([F:44])([F:43])[C:3]1[CH:4]=[C:5]([CH:40]=[CH:41][CH:42]=1)[CH2:6][NH:7][C:8]([C:10]1[CH:15]=[CH:14][N:13]=[C:12]([C:16]2[CH:21]=[C:20]([N:22]3[CH2:27][CH2:26][CH2:25][CH2:24][CH2:23]3)[CH:19]=[CH:18][C:17]=2[NH:28][C:29]([C:31]2[CH:32]=[C:33]([CH:37]=[CH:38][CH:39]=2)[C:34](O)=[O:35])=[O:30])[CH:11]=1)=[O:9].CN(CCN1CCOCC1)C(=O)C1C=CC=[C:50]([C:51]([NH:53][C:54]2C=CC(N3CCCCC3)=C[C:55]=2[C:66]2C=C(C(=O)NCC3C=CC=C(C(F)(F)F)C=3)C=[CH:68][N:67]=2)=[O:52])C=1.CC#N.N1CC[C@@H](NC(=O)C)C1. Product: [C:51]([NH:53][C@H:54]1[CH2:55][CH2:66][N:67]([C:34]([C:33]2[CH:32]=[C:31]([CH:39]=[CH:38][CH:37]=2)[C:29]([NH:28][C:17]2[CH:18]=[CH:19][C:20]([N:22]3[CH2:27][CH2:26][CH2:25][CH2:24][CH2:23]3)=[CH:21][C:16]=2[C:12]2[CH:11]=[C:10]([CH:15]=[CH:14][N:13]=2)[C:8]([NH:7][CH2:6][C:5]2[CH:40]=[CH:41][CH:42]=[C:3]([C:2]([F:1])([F:44])[F:43])[CH:4]=2)=[O:9])=[O:30])=[O:35])[CH2:68]1)(=[O:52])[CH3:50]. The catalyst class is: 3. (3) Reactant: [CH3:1][N:2]1[C:7](=[O:8])[C:6]2=[CH:9][NH:10][CH:11]=[C:5]2[N:4]2[C@H:12]3[CH2:17][CH2:16][CH2:15][C@H:13]3[N:14]=[C:3]12.Cl[CH2:19][C:20]1[CH:25]=[CH:24][C:23]([C:26]2[CH:31]=[CH:30][CH:29]=[CH:28][N:27]=2)=[CH:22][CH:21]=1.C(=O)([O-])[O-].[Cs+].[Cs+]. Product: [CH3:1][N:2]1[C:7](=[O:8])[C:6]2=[CH:9][N:10]([CH2:19][C:20]3[CH:21]=[CH:22][C:23]([C:26]4[CH:31]=[CH:30][CH:29]=[CH:28][N:27]=4)=[CH:24][CH:25]=3)[CH:11]=[C:5]2[N:4]2[C@H:12]3[CH2:17][CH2:16][CH2:15][C@H:13]3[N:14]=[C:3]12. The catalyst class is: 3. (4) Reactant: [Cl:1][C:2]1[CH:7]=[CH:6][C:5]([O:8]C)=[CH:4][C:3]=1[CH2:10][S:11][C:12]1[N:17]=[C:16]([OH:18])[CH:15]=[C:14]([CH3:19])[N:13]=1.B(Br)(Br)Br. Product: [Cl:1][C:2]1[CH:7]=[CH:6][C:5]([OH:8])=[CH:4][C:3]=1[CH2:10][S:11][C:12]1[N:17]=[C:16]([OH:18])[CH:15]=[C:14]([CH3:19])[N:13]=1. The catalyst class is: 4. (5) Product: [Br:1][C:2]1[CH:9]=[CH:8][C:5](/[CH:6]=[N:10]/[N:11]([CH3:15])[C:12]([NH2:14])=[O:13])=[CH:4][CH:3]=1. The catalyst class is: 863. Reactant: [Br:1][C:2]1[CH:9]=[CH:8][C:5]([CH:6]=O)=[CH:4][CH:3]=1.[NH2:10][N:11]([CH3:15])[C:12]([NH2:14])=[O:13].CC(O)=O.O. (6) Reactant: [F:1][C:2]1[C:7]([O:8][CH3:9])=[C:6]([O:10][CH3:11])[CH:5]=[CH:4][C:3]=1[N+:12]([O-])=O. Product: [F:1][C:2]1[C:7]([O:8][CH3:9])=[C:6]([O:10][CH3:11])[CH:5]=[CH:4][C:3]=1[NH2:12]. The catalyst class is: 865. (7) Reactant: [N:1]1[CH:6]=[CH:5][C:4]([CH2:7][CH2:8][C:9]2[C:17]3[C:12](=[CH:13][CH:14]=[CH:15][CH:16]=3)[NH:11][CH:10]=2)=[CH:3][CH:2]=1.[CH2:18]([C:22]1([N:29]2[CH2:33][CH2:32][CH2:31][CH2:30]2)[CH2:27][CH2:26][C:25](=O)[CH2:24][CH2:23]1)[CH2:19][CH2:20][CH3:21].FC(F)(F)S(O)(=O)=O. Product: [CH2:18]([C:22]1([N:29]2[CH2:33][CH2:32][CH2:31][CH2:30]2)[CH2:27][CH2:26][C:25]([C:10]2[NH:11][C:12]3[C:17]([C:9]=2[CH2:8][CH2:7][C:4]2[CH:3]=[CH:2][N:1]=[CH:6][CH:5]=2)=[CH:16][CH:15]=[CH:14][CH:13]=3)([C:10]2[NH:11][C:12]3[C:17]([C:9]=2[CH2:8][CH2:7][C:4]2[CH:5]=[CH:6][N:1]=[CH:2][CH:3]=2)=[CH:16][CH:15]=[CH:14][CH:13]=3)[CH2:24][CH2:23]1)[CH2:19][CH2:20][CH3:21]. The catalyst class is: 4. (8) Reactant: [OH:1][C:2]1[CH:3]=[C:4]2[C:9](=[CH:10][C:11]=1[CH3:12])[O:8][C:7]1([CH2:21][C:20]([CH3:23])([CH3:22])[C:19]3[C:14](=[CH:15][C:16]([CH3:25])=[C:17]([OH:24])[CH:18]=3)[O:13]1)[CH2:6][C:5]2([CH3:27])[CH3:26].C(=O)([O-])[O-].[K+].[K+].[CH2:34](Br)[CH:35]=[CH2:36].O. Product: [CH2:36]([O:24][C:17]1[CH:18]=[C:19]2[C:14](=[CH:15][C:16]=1[CH3:25])[O:13][C:7]1([CH2:6][C:5]([CH3:27])([CH3:26])[C:4]3[C:9](=[CH:10][C:11]([CH3:12])=[C:2]([OH:1])[CH:3]=3)[O:8]1)[CH2:21][C:20]2([CH3:22])[CH3:23])[CH:35]=[CH2:34]. The catalyst class is: 3.